Dataset: Reaction yield outcomes from USPTO patents with 853,638 reactions. Task: Predict the reaction yield, written as a fraction of the theoretical maximum amount of product (1.0 means a 100% yield; for example, 0.34 means a 34% yield). (1) The reactants are [NH2:1][C:2]1[CH:7]=[C:6](Cl)[CH:5]=[CH:4][N:3]=1.[CH3:9][C:10]1[CH:11]=[C:12]([OH:19])[CH:13]=[CH:14][C:15]=1[N+:16]([O-:18])=[O:17].C(N(C(C)C)CC)(C)C. The catalyst is CN1CCCC1=O. The product is [CH3:9][C:10]1[CH:11]=[C:12]([CH:13]=[CH:14][C:15]=1[N+:16]([O-:18])=[O:17])[O:19][C:6]1[CH:5]=[CH:4][N:3]=[C:2]([NH2:1])[CH:7]=1. The yield is 0.344. (2) The reactants are [Cl:1][O-].[Ca+2].Cl[O-].[F:6][C:7]([F:21])([F:20])[O:8][C:9]1[CH:10]=[CH:11][CH:12]=[C:13]2[C:18]=1[O:17][CH2:16][CH2:15][C:14]2=[O:19]. The catalyst is O.C(O)(=O)C.C(#N)C.O. The product is [Cl:1][C:11]1[CH:12]=[C:13]2[C:18](=[C:9]([O:8][C:7]([F:6])([F:20])[F:21])[CH:10]=1)[O:17][CH2:16][CH2:15][C:14]2=[O:19]. The yield is 0.870. (3) The reactants are I[C:2]1[C:11]2[C:6](=[CH:7][CH:8]=[C:9](Br)[CH:10]=2)[N:5]=[CH:4][CH:3]=1.CC1(C)C(C)(C)OB([C:21]2[CH:22]=[C:23]([S:27]([NH2:30])(=[O:29])=[O:28])[CH:24]=[CH:25][CH:26]=2)O1.C(=O)([O-])[O-].[K+].[K+].[NH2:38][C:39]1[C:44]([S:45]([NH2:48])(=[O:47])=[O:46])=[CH:43][C:42](B2OC(C)(C)C(C)(C)O2)=[CH:41][N:40]=1. The catalyst is O1CCOCC1.C1C=CC([PH+]([C]2[CH][CH][CH][CH]2)C2C=CC=CC=2)=CC=1.C1C=CC([PH+]([C]2[CH][CH][CH][CH]2)C2C=CC=CC=2)=CC=1.C(Cl)Cl.Cl[Pd]Cl.[Fe]. The product is [NH2:38][C:39]1[C:44]([S:45]([NH2:48])(=[O:46])=[O:47])=[CH:43][C:42]([C:9]2[CH:10]=[C:11]3[C:6](=[CH:7][CH:8]=2)[N:5]=[CH:4][CH:3]=[C:2]3[C:21]2[CH:26]=[CH:25][CH:24]=[C:23]([S:27]([NH2:30])(=[O:28])=[O:29])[CH:22]=2)=[CH:41][N:40]=1. The yield is 0.310.